Dataset: Reaction yield outcomes from USPTO patents with 853,638 reactions. Task: Predict the reaction yield, written as a fraction of the theoretical maximum amount of product (1.0 means a 100% yield; for example, 0.34 means a 34% yield). (1) The reactants are [CH3:1][O:2][C:3]1[CH:8]=[CH:7][C:6]([CH2:9][C:10]#[N:11])=[CH:5][CH:4]=1.[C:12]1(=[O:18])[CH2:17][CH2:16][CH2:15][CH2:14][CH2:13]1.N12CCCNC1=NCCC2.Cl. The catalyst is C(OCC)(=O)C.CCCCCC.O. The product is [C:10]([CH:9]([C:6]1[CH:7]=[CH:8][C:3]([O:2][CH3:1])=[CH:4][CH:5]=1)[C:12]1([OH:18])[CH2:17][CH2:16][CH2:15][CH2:14][CH2:13]1)#[N:11]. The yield is 0.890. (2) The reactants are [CH2:1]([O:8][CH:9]([CH3:21])[C:10]([NH:12][N:13]1[C:17]([C:18]([NH2:20])=[O:19])=[CH:16][N:15]=[CH:14]1)=O)[C:2]1[CH:7]=[CH:6][CH:5]=[CH:4][CH:3]=1.[OH-].[K+]. The catalyst is CCO.O. The product is [CH2:1]([O:8][CH:9]([C:10]1[NH:20][C:18](=[O:19])[C:17]2=[CH:16][N:15]=[CH:14][N:13]2[N:12]=1)[CH3:21])[C:2]1[CH:7]=[CH:6][CH:5]=[CH:4][CH:3]=1. The yield is 0.750.